This data is from Forward reaction prediction with 1.9M reactions from USPTO patents (1976-2016). The task is: Predict the product of the given reaction. (1) Given the reactants Cl[C:2]1[N:7]=[C:6]2[C:8]([CH3:22])([CH3:21])[N:9]([C:12]3[CH:13]=[N:14][N:15]([CH2:17][CH:18]([F:20])[F:19])[CH:16]=3)[C:10](=[O:11])[C:5]2=[C:4]([CH3:23])[CH:3]=1.[F:24][C:25]([F:44])([F:43])[C@@H:26]([C:28]1[CH:29]=[N:30][CH:31]=[C:32](B2OC(C)(C)C(C)(C)O2)[CH:33]=1)[OH:27].C([O-])([O-])=O.[Na+].[Na+], predict the reaction product. The product is: [F:19][CH:18]([F:20])[CH2:17][N:15]1[CH:16]=[C:12]([N:9]2[C:10](=[O:11])[C:5]3[C:6](=[N:7][C:2]([C:32]4[CH:31]=[N:30][CH:29]=[C:28]([C@@H:26]([OH:27])[C:25]([F:44])([F:24])[F:43])[CH:33]=4)=[CH:3][C:4]=3[CH3:23])[C:8]2([CH3:22])[CH3:21])[CH:13]=[N:14]1. (2) Given the reactants C([O:8][C:9]1[N:10]=[N:11][C:12]([C:23]#[C:24][C:25]2[CH:26]=[N:27][CH:28]=[C:29]([C:31]([F:34])([F:33])[F:32])[CH:30]=2)=[CH:13][C:14]=1[O:15]CC1C=CC=CC=1)C1C=CC=CC=1, predict the reaction product. The product is: [OH:15][C:14]1[C:9](=[O:8])[NH:10][N:11]=[C:12]([CH2:23][CH2:24][C:25]2[CH:26]=[N:27][CH:28]=[C:29]([C:31]([F:32])([F:33])[F:34])[CH:30]=2)[CH:13]=1. (3) The product is: [NH2:24][C:23]1[CH:27]=[CH:28][C:20]([C:12]2[C:13]3[C:18](=[CH:17][C:16]([F:19])=[CH:15][CH:14]=3)[NH:10][CH:11]=2)=[CH:21][C:22]=1[OH:26]. Given the reactants C1(S([N:10]2[C:18]3[C:13](=[CH:14][CH:15]=[C:16]([F:19])[CH:17]=3)[C:12]([C:20]3[CH:28]=[CH:27][C:23]4[N:24]=C[O:26][C:22]=4[CH:21]=3)=[CH:11]2)(=O)=O)C=CC=CC=1.[OH-].[Na+], predict the reaction product.